From a dataset of Full USPTO retrosynthesis dataset with 1.9M reactions from patents (1976-2016). Predict the reactants needed to synthesize the given product. (1) Given the product [F:28][C:27]1[C:22]2[CH2:21][CH2:20][C:19]3[C:29]([F:33])=[CH:30][CH:31]=[CH:32][C:18]=3[C:17](=[CH:16][C:8]3[CH:7]=[C:6]([NH:5][S:2]([CH3:1])(=[O:4])=[O:3])[CH:11]=[CH:10][CH:9]=3)[C:23]=2[CH:24]=[CH:25][CH:26]=1, predict the reactants needed to synthesize it. The reactants are: [CH3:1][S:2]([NH:5][C:6]1[CH:7]=[C:8](B(O)O)[CH:9]=[CH:10][CH:11]=1)(=[O:4])=[O:3].Br[CH:16]=[C:17]1[C:23]2[CH:24]=[CH:25][CH:26]=[C:27]([F:28])[C:22]=2[CH2:21][CH2:20][C:19]2[C:29]([F:33])=[CH:30][CH:31]=[CH:32][C:18]1=2. (2) The reactants are: C1(N=C=O)C=CC(N=C=O)=CC=1.[C:13]([C:15]1[CH:20]=[CH:19][CH:18]=[CH:17][C:16]=1[NH:21][C:22](=[O:24])[CH3:23])#[CH:14].[CH2:25]([O:27][C:28](=[O:37])[CH2:29][CH2:30][CH2:31][CH2:32][CH2:33][N+:34]([O-])=[O:35])[CH3:26].C(N(CC)CC)C. Given the product [CH2:25]([O:27][C:28](=[O:37])[CH2:29][CH2:30][CH2:31][CH2:32][C:33]1[CH:14]=[C:13]([C:15]2[CH:20]=[CH:19][CH:18]=[CH:17][C:16]=2[NH:21][C:22](=[O:24])[CH3:23])[O:35][N:34]=1)[CH3:26], predict the reactants needed to synthesize it. (3) The reactants are: [Cl:1][C:2]1[CH:7]=[CH:6][CH:5]=[CH:4][C:3]=1[N:8]1[C:12]([S:13]([C:16]2[CH:21]=[CH:20][CH:19]=[C:18]([C:22]#[N:23])[CH:17]=2)(=[O:15])=[O:14])=[CH:11][C:10]([CH2:24][N:25](C)[C:26](=O)OC(C)(C)C)=[N:9]1.C(OCC)(=O)C.Cl. Given the product [ClH:1].[Cl:1][C:2]1[CH:7]=[CH:6][CH:5]=[CH:4][C:3]=1[N:8]1[C:12]([S:13]([C:16]2[CH:17]=[C:18]([CH:19]=[CH:20][CH:21]=2)[C:22]#[N:23])(=[O:14])=[O:15])=[CH:11][C:10]([CH2:24][NH:25][CH3:26])=[N:9]1, predict the reactants needed to synthesize it. (4) Given the product [Cl:1][C:2]1[CH:7]=[C:6]2[NH:8][C:9](=[O:41])[C:10]3([CH:15]([C:16]4[CH:21]=[C:20]([Cl:22])[CH:19]=[CH:18][C:17]=4[O:23][C:24]([CH2:25][CH3:26])([C:27](=[O:29])[NH:42][CH2:43][C@H:44]([OH:47])[CH2:45][OH:46])[CH2:57][CH3:58])[CH2:14][C:13](=[O:32])[NH:12][CH:11]3[C:33]3[CH:38]=[C:37]([F:39])[CH:36]=[CH:35][C:34]=3[CH3:40])[C:5]2=[CH:4][CH:3]=1, predict the reactants needed to synthesize it. The reactants are: [Cl:1][C:2]1[CH:7]=[C:6]2[NH:8][C:9](=[O:41])[C:10]3([CH:15]([C:16]4(CC)[CH:21]=[C:20]([Cl:22])[CH:19]=[CH:18][CH:17]4[O:23][CH:24]([C:27]([OH:29])=O)[CH2:25][CH3:26])[CH2:14][C:13](=[O:32])[NH:12][CH:11]3[C:33]3[CH:38]=[C:37]([F:39])[CH:36]=[CH:35][C:34]=3[CH3:40])[C:5]2=[CH:4][CH:3]=1.[NH2:42][CH2:43][C@H:44]([OH:47])[CH2:45][OH:46].CN(C(ON1N=N[C:58]2C=CC=N[C:57]1=2)=[N+](C)C)C.F[P-](F)(F)(F)(F)F.O.